Regression. Given two drug SMILES strings and cell line genomic features, predict the synergy score measuring deviation from expected non-interaction effect. From a dataset of NCI-60 drug combinations with 297,098 pairs across 59 cell lines. (1) Drug 1: CC1=CC2C(CCC3(C2CCC3(C(=O)C)OC(=O)C)C)C4(C1=CC(=O)CC4)C. Drug 2: C1CN(CCN1C(=O)CCBr)C(=O)CCBr. Cell line: A498. Synergy scores: CSS=6.46, Synergy_ZIP=-0.461, Synergy_Bliss=4.43, Synergy_Loewe=1.19, Synergy_HSA=2.12. (2) Drug 1: CC1=C(N=C(N=C1N)C(CC(=O)N)NCC(C(=O)N)N)C(=O)NC(C(C2=CN=CN2)OC3C(C(C(C(O3)CO)O)O)OC4C(C(C(C(O4)CO)O)OC(=O)N)O)C(=O)NC(C)C(C(C)C(=O)NC(C(C)O)C(=O)NCCC5=NC(=CS5)C6=NC(=CS6)C(=O)NCCC[S+](C)C)O. Drug 2: CC1C(C(CC(O1)OC2CC(CC3=C2C(=C4C(=C3O)C(=O)C5=C(C4=O)C(=CC=C5)OC)O)(C(=O)CO)O)N)O.Cl. Cell line: A549. Synergy scores: CSS=44.9, Synergy_ZIP=-8.25, Synergy_Bliss=-11.9, Synergy_Loewe=-5.26, Synergy_HSA=-4.03. (3) Drug 1: CC1=C2C(C(=O)C3(C(CC4C(C3C(C(C2(C)C)(CC1OC(=O)C(C(C5=CC=CC=C5)NC(=O)C6=CC=CC=C6)O)O)OC(=O)C7=CC=CC=C7)(CO4)OC(=O)C)O)C)OC(=O)C. Drug 2: C1=NNC2=C1C(=O)NC=N2. Cell line: UACC62. Synergy scores: CSS=51.3, Synergy_ZIP=-5.90, Synergy_Bliss=-7.84, Synergy_Loewe=-33.6, Synergy_HSA=-6.12. (4) Drug 1: C1=NC(=NC(=O)N1C2C(C(C(O2)CO)O)O)N. Drug 2: CC(C)(C#N)C1=CC(=CC(=C1)CN2C=NC=N2)C(C)(C)C#N. Cell line: HCT116. Synergy scores: CSS=-0.991, Synergy_ZIP=6.51, Synergy_Bliss=8.95, Synergy_Loewe=4.75, Synergy_HSA=4.80. (5) Drug 1: C1=NC2=C(N1)C(=S)N=C(N2)N. Drug 2: CC1C(C(CC(O1)OC2CC(CC3=C2C(=C4C(=C3O)C(=O)C5=CC=CC=C5C4=O)O)(C(=O)C)O)N)O. Cell line: BT-549. Synergy scores: CSS=52.0, Synergy_ZIP=-9.11, Synergy_Bliss=-5.76, Synergy_Loewe=-3.84, Synergy_HSA=-2.13. (6) Drug 1: C1CC(C1)(C(=O)O)C(=O)O.[NH2-].[NH2-].[Pt+2]. Drug 2: CC1C(C(CC(O1)OC2CC(CC3=C2C(=C4C(=C3O)C(=O)C5=C(C4=O)C(=CC=C5)OC)O)(C(=O)CO)O)N)O.Cl. Cell line: NCI-H226. Synergy scores: CSS=26.6, Synergy_ZIP=0.961, Synergy_Bliss=-1.21, Synergy_Loewe=-7.78, Synergy_HSA=0.598. (7) Drug 1: C1=CN(C(=O)N=C1N)C2C(C(C(O2)CO)O)O.Cl. Drug 2: C1CC(C1)(C(=O)O)C(=O)O.[NH2-].[NH2-].[Pt+2]. Cell line: HCT116. Synergy scores: CSS=44.7, Synergy_ZIP=-0.270, Synergy_Bliss=-1.50, Synergy_Loewe=-23.7, Synergy_HSA=1.19. (8) Drug 1: CC1C(C(CC(O1)OC2CC(OC(C2O)C)OC3=CC4=CC5=C(C(=O)C(C(C5)C(C(=O)C(C(C)O)O)OC)OC6CC(C(C(O6)C)O)OC7CC(C(C(O7)C)O)OC8CC(C(C(O8)C)O)(C)O)C(=C4C(=C3C)O)O)O)O. Drug 2: C1CN(P(=O)(OC1)NCCCl)CCCl. Cell line: T-47D. Synergy scores: CSS=25.1, Synergy_ZIP=1.88, Synergy_Bliss=1.64, Synergy_Loewe=1.33, Synergy_HSA=1.36. (9) Drug 1: C1=NC2=C(N=C(N=C2N1C3C(C(C(O3)CO)O)O)F)N. Drug 2: B(C(CC(C)C)NC(=O)C(CC1=CC=CC=C1)NC(=O)C2=NC=CN=C2)(O)O. Cell line: HCT-15. Synergy scores: CSS=6.08, Synergy_ZIP=5.32, Synergy_Bliss=5.37, Synergy_Loewe=-69.3, Synergy_HSA=-2.99. (10) Drug 2: C1CC(=O)NC(=O)C1N2C(=O)C3=CC=CC=C3C2=O. Synergy scores: CSS=0.582, Synergy_ZIP=3.04, Synergy_Bliss=3.62, Synergy_Loewe=-1.42, Synergy_HSA=-0.578. Drug 1: CN1C2=C(C=C(C=C2)N(CCCl)CCCl)N=C1CCCC(=O)O.Cl. Cell line: HCT116.